From a dataset of NCI-60 drug combinations with 297,098 pairs across 59 cell lines. Regression. Given two drug SMILES strings and cell line genomic features, predict the synergy score measuring deviation from expected non-interaction effect. Drug 1: CC12CCC3C(C1CCC2=O)CC(=C)C4=CC(=O)C=CC34C. Drug 2: C1=NC(=NC(=O)N1C2C(C(C(O2)CO)O)O)N. Cell line: HT29. Synergy scores: CSS=28.5, Synergy_ZIP=2.42, Synergy_Bliss=5.11, Synergy_Loewe=3.73, Synergy_HSA=5.58.